This data is from Reaction yield outcomes from USPTO patents with 853,638 reactions. The task is: Predict the reaction yield, written as a fraction of the theoretical maximum amount of product (1.0 means a 100% yield; for example, 0.34 means a 34% yield). (1) The reactants are Cl[CH2:2][CH2:3][CH:4]=[C:5]1[C:11]2[CH:12]=[CH:13][CH:14]=[CH:15][C:10]=2[CH2:9][O:8][C:7]2[CH:16]=[CH:17][CH:18]=[CH:19][C:6]1=2.[CH3:20][NH:21][CH3:22].O.Cl. The catalyst is O1CCCC1.C(O)C. The product is [CH3:20][N:21]([CH3:22])[CH2:2][CH2:3][CH:4]=[C:5]1[C:11]2[CH:12]=[CH:13][CH:14]=[CH:15][C:10]=2[CH2:9][O:8][C:7]2[CH:16]=[CH:17][CH:18]=[CH:19][C:6]1=2. The yield is 0.735. (2) The reactants are [Cl:1][C:2]1[N:3]=[C:4]2[C:9](=[CH:10][CH:11]=1)[N:8]=[CH:7][C:6]([C:12](=[O:14])[CH3:13])=[C:5]2[NH:15][C:16]1[CH:21]=[CH:20][CH:19]=[C:18]([CH2:22][CH2:23][N:24]2[CH2:28][CH2:27][CH2:26][CH2:25]2)[CH:17]=1.[Cl:29][C:30]1[CH:35]=[C:34](B2OC(C)(C)C(C)(C)O2)[CH:33]=[C:32]([Cl:45])[C:31]=1[OH:46].C1(N)C(F)=C(F)C(F)=C(N)C=1F.Cl.Cl. No catalyst specified. The product is [ClH:1].[ClH:29].[Cl:29][C:30]1[CH:35]=[C:34]([C:2]2[N:3]=[C:4]3[C:9](=[CH:10][CH:11]=2)[N:8]=[CH:7][C:6]([C:12](=[O:14])[CH3:13])=[C:5]3[NH:15][C:16]2[CH:21]=[CH:20][CH:19]=[C:18]([CH2:22][CH2:23][N:24]3[CH2:28][CH2:27][CH2:26][CH2:25]3)[CH:17]=2)[CH:33]=[C:32]([Cl:45])[C:31]=1[OH:46]. The yield is 0.750. (3) The reactants are [C:1]([N:18]1[CH2:26][C@H:24]([OH:25])[CH2:23][C@H:19]1[C:20]([OH:22])=O)([O:3][CH2:4][CH:5]1[C:17]2[C:12](=[CH:13][CH:14]=[CH:15][CH:16]=2)[C:11]2[C:6]1=[CH:7][CH:8]=[CH:9][CH:10]=2)=[O:2].[NH2:27][CH2:28][CH2:29][O:30][CH2:31][CH2:32][OH:33]. The catalyst is CS(C)=O. The product is [CH:7]1[C:6]2[CH:5]([CH2:4][O:3][C:1]([N:18]3[CH2:26][C@H:24]([OH:25])[CH2:23][C@H:19]3[C:20](=[O:22])[NH:27][CH2:28][CH2:29][O:30][CH2:31][CH2:32][OH:33])=[O:2])[C:17]3[C:12](=[CH:13][CH:14]=[CH:15][CH:16]=3)[C:11]=2[CH:10]=[CH:9][CH:8]=1. The yield is 0.640. (4) The catalyst is CC(N(C)C)=O. The reactants are [C:1]([C:5]1[C:6]([O:34][CH3:35])=[C:7]([CH:23]=[C:24]([N:26]2[CH:31]=[CH:30][C:29](=[O:32])[NH:28][C:27]2=[O:33])[CH:25]=1)/[CH:8]=[CH:9]/[C:10]1[CH:15]=[CH:14][C:13]([NH:16][S:17]([CH3:20])(=[O:19])=[O:18])=[CH:12][C:11]=1[CH2:21][OH:22])([CH3:4])([CH3:3])[CH3:2].I(C1C=CC=CC=1C(O)=O)(=O)=O. The product is [C:1]([C:5]1[C:6]([O:34][CH3:35])=[C:7]([CH:23]=[C:24]([N:26]2[CH:31]=[CH:30][C:29](=[O:32])[NH:28][C:27]2=[O:33])[CH:25]=1)/[CH:8]=[CH:9]/[C:10]1[CH:15]=[CH:14][C:13]([NH:16][S:17]([CH3:20])(=[O:18])=[O:19])=[CH:12][C:11]=1[CH:21]=[O:22])([CH3:4])([CH3:2])[CH3:3]. The yield is 0.660. (5) The reactants are [CH3:1][O:2][C:3]1[CH:12]=[C:11]2[C:6]([CH:7]=[CH:8][C:9]([NH2:13])=[CH:10]2)=[CH:5][CH:4]=1.[CH3:14][C:15]([O:18][C:19](O[C:19]([O:18][C:15]([CH3:17])([CH3:16])[CH3:14])=[O:20])=[O:20])([CH3:17])[CH3:16]. The catalyst is C1COCC1. The product is [CH3:1][O:2][C:3]1[CH:12]=[C:11]2[C:6]([CH:7]=[CH:8][C:9]([NH:13][C:19](=[O:20])[O:18][C:15]([CH3:17])([CH3:16])[CH3:14])=[CH:10]2)=[CH:5][CH:4]=1. The yield is 0.710.